From a dataset of B-cell epitopes from IEDB database with 3,159 antigens for binding position prediction. Token-level Classification. Given an antigen amino acid sequence, predict which amino acid positions are active epitope sites capable of antibody binding. Output is a list of indices for active positions. (1) Given the antigen sequence: MPQSKPRARLFVGQLNFGATEDDIRAIFDFYGHVLSVNLLHDKSKNRSKGSAFVEYGSTGEADCAIRSLHNRYYMERDKPLQVSYCERSELISPFGWQQALQLHQENSANPPPPDRSLPTPAKRLL, which amino acid positions are active epitope sites? The epitope positions are: [105, 106, 107, 108, 109, 110, 111, 112, 113, 114, 115, 116, 117, 118, 119, 120]. The amino acids at these positions are: ENSANPPPPDRSLPTP. (2) Given the antigen sequence: MPNSEPASLLELFNSIATQGELVRSLKAGNASKDEIDSAVKMLVSLKMSYKAAAGEDYKADCPPGNPAPTSNHGPDATEAEEDFVDPWTVQTSSAKGIDYDKLIVRFGSSKIDKELINRIERATGQRPHHFLRRGIFFSHRDMNQVLDAYENKKPFYLYTGRGPSSEAMHVGHLIPFIFTKWLQDVFNVPLVIQMTDDEKYLWKDLTLDQAYSYAVENAKDIIACGFDINKTFIFSDLDYMGMSSGFYKNVVKIQKHVTFNQVKGIFGFTDSDCIGKISFPAIQAAPSFSNSFPQIFRDRTDIQCLIPCAIDQDPYFRMTRDVAPRIGYPKPALLHSTFFPALQGAQTKMSASDPNSSIFLTDTAKQIKTKVNKHAFSGGRDTIEEHRQFGGNCDVDVSFMYLTFFLEDDDKLEQIRKDYTSGAMLTGELKKALIEVLQPLIAEHQARRKEVTDEIVKEFMTPRKLSFDFQHHHHHH, which amino acid positions are active epitope sites? The epitope positions are: [31, 32, 33, 34, 35, 36, 37, 38, 39, 40, 41, 42, 43, 44, 45, 46, 47, 48, 49]. The amino acids at these positions are: SKDEIDSAVKMLVSLKMSY.